Predict the reactants needed to synthesize the given product. From a dataset of Full USPTO retrosynthesis dataset with 1.9M reactions from patents (1976-2016). (1) The reactants are: [CH2:1](O)[CH2:2][OH:3].O.C1(C)C=CC(S(O)(=O)=O)=CC=1.[CH:17]([O:20][C:21]1[CH:22]=[C:23]([CH:26]=[CH:27][C:28]=1[O:29][CH3:30])[CH:24]=[O:25])([CH3:19])[CH3:18].C(=O)([O-])[O-].[K+].[K+]. Given the product [CH:17]([O:20][C:21]1[CH:22]=[C:23]([CH:24]2[O:3][CH2:2][CH2:1][O:25]2)[CH:26]=[CH:27][C:28]=1[O:29][CH3:30])([CH3:19])[CH3:18], predict the reactants needed to synthesize it. (2) Given the product [CH3:1][CH:2]([CH2:24]/[C:25](=[CH:33]/[C:34](/[CH3:49])=[CH:35]/[CH:36]([CH3:48])[CH2:37][CH:38]([CH3:47])[CH2:39][CH:40]([CH3:46])[CH2:41][CH:42]([CH3:45])[CH2:43][CH3:44])/[C:26]([O:28][C:29]([CH3:30])([CH3:31])[CH3:32])=[O:27])[C:3]([O:5][CH2:6][CH2:7][C@H:8]([OH:16])[C:9]([O:11][C:12]([CH3:13])([CH3:14])[CH3:15])=[O:10])=[O:4], predict the reactants needed to synthesize it. The reactants are: [CH3:1][CH:2]([CH2:24]/[C:25](=[CH:33]/[C:34](/[CH3:49])=[CH:35]/[CH:36]([CH3:48])[CH2:37][CH:38]([CH3:47])[CH2:39][CH:40]([CH3:46])[CH2:41][CH:42]([CH3:45])[CH2:43][CH3:44])/[C:26]([O:28][C:29]([CH3:32])([CH3:31])[CH3:30])=[O:27])[C:3]([O:5][CH2:6][CH2:7][C@H:8]([O:16][Si](C(C)(C)C)(C)C)[C:9]([O:11][C:12]([CH3:15])([CH3:14])[CH3:13])=[O:10])=[O:4].[F-].[NH4+]. (3) Given the product [CH2:1]([N:5]1[CH2:10][CH2:9][N:8]([C:11]([NH:26][CH3:25])=[O:22])[CH2:7][CH2:6]1)[CH2:2][C:3]#[CH:4], predict the reactants needed to synthesize it. The reactants are: [CH2:1]([N:5]1[CH2:10][CH2:9][NH:8][CH2:7][CH2:6]1)[CH2:2][C:3]#[CH:4].[C:11](Cl)(=[O:22])OC1C=CC([N+]([O-])=O)=CC=1.C[CH2:25][N:26](CC)CC. (4) Given the product [CH3:23][C:10]1[N:9]=[N:8][C:7]([C:1]2[CH:6]=[CH:5][CH:4]=[CH:3][CH:2]=2)=[C:12]([C:13]([OH:15])=[O:14])[C:11]=1[C:17]1[CH:22]=[CH:21][CH:20]=[CH:19][CH:18]=1, predict the reactants needed to synthesize it. The reactants are: [C:1]1([C:7]2[N:8]=[N:9][CH:10]=[C:11]([C:17]3[CH:22]=[CH:21][CH:20]=[CH:19][CH:18]=3)[C:12]=2[C:13]([O:15]C)=[O:14])[CH:6]=[CH:5][CH:4]=[CH:3][CH:2]=1.[CH3:23]O.[OH-].[K+]. (5) Given the product [CH2:17]([C:16]1[NH:4][C:2](=[S:3])[NH:1][C:14](=[O:13])[CH:15]=1)[CH2:18][CH2:19][CH3:20], predict the reactants needed to synthesize it. The reactants are: [NH2:1][C:2]([NH2:4])=[S:3].C(=O)([O-])[O-].[K+].[K+].C([O:13][C:14](=O)[CH2:15][C:16](=O)[CH2:17][CH2:18][CH2:19][CH3:20])C.Cl. (6) Given the product [Cl:36][C:31]1[NH:32][C:33]2[C:34](=[O:35])[N:26]([CH2:25][CH2:24][CH2:23][NH:22][C:6](=[O:7])[O:20][CH2:19][CH2:18][C:14]3[S:13][CH:17]=[CH:16][CH:15]=3)[C:27](=[O:42])[N:28]([CH2:37][CH2:38][CH2:39][CH2:40][CH3:41])[C:29]=2[N:30]=1, predict the reactants needed to synthesize it. The reactants are: C1N=CN([C:6](N2C=NC=C2)=[O:7])C=1.[S:13]1[CH:17]=[CH:16][CH:15]=[C:14]1[CH2:18][CH2:19][OH:20].Cl.[NH2:22][CH2:23][CH2:24][CH2:25][N:26]1[C:34](=[O:35])[C:33]2[NH:32][C:31]([Cl:36])=[N:30][C:29]=2[N:28]([CH2:37][CH2:38][CH2:39][CH2:40][CH3:41])[C:27]1=[O:42].CCN(C(C)C)C(C)C. (7) The reactants are: C[O:2][C:3]([C@@H:5]1[C@H:9]([O:10][Si:11]([C:14]([CH3:17])([CH3:16])[CH3:15])([CH3:13])[CH3:12])[CH2:8][CH2:7][N:6]1[C:18]([O:20][C:21]([CH3:24])([CH3:23])[CH3:22])=[O:19])=O.O[C@H]1CCN[C@@H]1C(O)=O.COC(=O)[C@@H]1[C@@H](O[Si](C(C)(C)C)(C)C)CCN1C(OC(C)(C)C)=O.C([BH-](CC)CC)C.[Li+]. Given the product [C:21]([O:20][C:18]([N:6]1[CH2:7][CH2:8][C@H:9]([O:10][Si:11]([C:14]([CH3:17])([CH3:16])[CH3:15])([CH3:13])[CH3:12])[C@H:5]1[CH2:3][OH:2])=[O:19])([CH3:24])([CH3:23])[CH3:22], predict the reactants needed to synthesize it. (8) Given the product [C:25]([O:24][C:22]([NH:21][C@@H:5]([CH2:4][CH2:3][CH2:2][NH:1][C:29]([N:31]1[CH:35]=[CH:34][N:33]=[CH:32]1)=[O:30])[C:6]([NH:8][C:9]1[CH:14]=[CH:13][CH:12]=[CH:11][C:10]=1[CH2:15][CH2:16][C:17]([O:19][CH3:20])=[O:18])=[O:7])=[O:23])([CH3:28])([CH3:27])[CH3:26], predict the reactants needed to synthesize it. The reactants are: [NH2:1][CH2:2][CH2:3][CH2:4][C@H:5]([NH:21][C:22]([O:24][C:25]([CH3:28])([CH3:27])[CH3:26])=[O:23])[C:6]([NH:8][C:9]1[CH:14]=[CH:13][CH:12]=[CH:11][C:10]=1[CH2:15][CH2:16][C:17]([O:19][CH3:20])=[O:18])=[O:7].[C:29](N1C=CN=C1)([N:31]1[CH:35]=[CH:34][N:33]=[CH:32]1)=[O:30].